This data is from Full USPTO retrosynthesis dataset with 1.9M reactions from patents (1976-2016). The task is: Predict the reactants needed to synthesize the given product. (1) Given the product [N:9]1([C:18]2[S:22][C:21]([CH:23]([OH:24])[CH3:4])=[C:20]([O:25][CH2:26][C:27]3[CH:32]=[CH:31][CH:30]=[CH:29][C:28]=3[CH3:33])[CH:19]=2)[C:13]2[CH:14]=[CH:15][CH:16]=[CH:17][C:12]=2[N:11]=[CH:10]1, predict the reactants needed to synthesize it. The reactants are: C[Mg]Br.[CH2:4](OCC)C.[N:9]1([C:18]2[S:22][C:21]([CH:23]=[O:24])=[C:20]([O:25][CH2:26][C:27]3[CH:32]=[CH:31][CH:30]=[CH:29][C:28]=3[CH3:33])[CH:19]=2)[C:13]2[CH:14]=[CH:15][CH:16]=[CH:17][C:12]=2[N:11]=[CH:10]1. (2) Given the product [F:39][C:33]1[CH:34]=[C:35]([F:38])[CH:36]=[CH:37][C:32]=1[CH2:31][N:30]1[C:5]([C:7]2[CH:8]=[N:9][N:10]([C:12]3[C:17]([C:18]([F:21])([F:20])[F:19])=[CH:16][CH:15]=[CH:14][N:13]=3)[CH:11]=2)=[CH:4][C:3]([C:2]([F:24])([F:23])[F:1])=[C:27]([C:25]#[N:26])[C:28]1=[O:29], predict the reactants needed to synthesize it. The reactants are: [F:1][C:2]([F:24])([F:23])[C:3](=O)[CH2:4][C:5]([C:7]1[CH:8]=[N:9][N:10]([C:12]2[C:17]([C:18]([F:21])([F:20])[F:19])=[CH:16][CH:15]=[CH:14][N:13]=2)[CH:11]=1)=O.[C:25]([CH2:27][C:28]([NH:30][CH2:31][C:32]1[CH:37]=[CH:36][C:35]([F:38])=[CH:34][C:33]=1[F:39])=[O:29])#[N:26].N12CCCN=C1CCCCC2. (3) Given the product [Cl:1][C:2]1[N:3]=[C:4]([NH:22][CH3:21])[C:5]2[CH2:10][CH2:9][CH:8]([C:11]3[CH:12]=[C:13]([F:19])[CH:14]=[C:15]([F:17])[CH:16]=3)[C:6]=2[N:7]=1, predict the reactants needed to synthesize it. The reactants are: [Cl:1][C:2]1[N:3]=[C:4](Cl)[C:5]2[CH2:10][CH2:9][CH:8]([C:11]3[CH:16]=[C:15]([F:17])[C:14](F)=[C:13]([F:19])[CH:12]=3)[C:6]=2[N:7]=1.[CH3:21][NH2:22]. (4) Given the product [F:46][C:2]1[CH:3]=[C:4]([C:10]2[CH2:14][O:13][C:12](=[O:15])[C:11]=2[C:16]2[CH:21]=[CH:20][C:19]([O:22][CH2:23][C:24]3[CH:33]=[CH:32][C:31]4[C:26](=[CH:27][CH:28]=[CH:29][CH:30]=4)[N:25]=3)=[CH:18][CH:17]=2)[CH:5]=[CH:6][C:7]=1[O:8][CH3:9], predict the reactants needed to synthesize it. The reactants are: Cl[C:2]1[CH:3]=[C:4]([C:10]2[CH2:14][O:13][C:12](=[O:15])[C:11]=2[C:16]2[CH:21]=[CH:20][C:19]([O:22][CH2:23][C:24]3[CH:33]=[CH:32][C:31]4[C:26](=[CH:27][CH:28]=[CH:29][CH:30]=4)[N:25]=3)=[CH:18][CH:17]=2)[CH:5]=[CH:6][C:7]=1[O:8][CH3:9].BrCC(C1C=CC(OC)=C([F:46])C=1)=O. (5) Given the product [CH3:11][N:12]1[C:16]([CH3:17])=[C:15]([C:2]2[CH:3]=[CH:4][C:5]([F:10])=[C:6]([CH:9]=2)[CH:7]=[O:8])[CH:14]=[N:13]1, predict the reactants needed to synthesize it. The reactants are: Br[C:2]1[CH:3]=[CH:4][C:5]([F:10])=[C:6]([CH:9]=1)[CH:7]=[O:8].[CH3:11][N:12]1[C:16]([CH3:17])=[C:15](B2OC(C)(C)C(C)(C)O2)[CH:14]=[N:13]1.C([O-])([O-])=O.[K+].[K+]. (6) The reactants are: [C:1]([O:5][C:6]([N:8]1[CH2:12][C:11](=[O:13])[CH2:10][CH:9]1[CH2:14][CH2:15][NH:16][C:17]([O:19][CH2:20][C:21]1[CH:26]=[CH:25][CH:24]=[CH:23][CH:22]=1)=[O:18])=[O:7])([CH3:4])([CH3:3])[CH3:2].C[Si]([N-][Si](C)(C)C)(C)C.[Na+].C1COCC1.[CH3:42][C:43]([Si:46](Cl)([CH3:48])[CH3:47])([CH3:45])[CH3:44]. Given the product [C:1]([O:5][C:6]([N:8]1[CH2:12][C:11]([O:13][Si:46]([C:43]([CH3:45])([CH3:44])[CH3:42])([CH3:48])[CH3:47])=[CH:10][CH:9]1[CH2:14][CH2:15][NH:16][C:17]([O:19][CH2:20][C:21]1[CH:22]=[CH:23][CH:24]=[CH:25][CH:26]=1)=[O:18])=[O:7])([CH3:4])([CH3:2])[CH3:3], predict the reactants needed to synthesize it. (7) Given the product [OH:9][C:3]1[C:4]([CH3:8])=[CH:5][C:6]([C:10]2([C:6]3[CH:5]=[C:4]([CH3:8])[C:3]([OH:9])=[C:2]([CH3:1])[CH:7]=3)[C:11]3[C:12](=[CH:16][CH:17]=[CH:18][CH:19]=3)[C:13](=[O:14])[O:15]2)=[CH:7][C:2]=1[CH3:1], predict the reactants needed to synthesize it. The reactants are: [CH3:1][C:2]1[CH:7]=[CH:6][CH:5]=[C:4]([CH3:8])[C:3]=1[OH:9].[C:10]1(=O)[O:15][C:13](=[O:14])[C:12]2=[CH:16][CH:17]=[CH:18][CH:19]=[C:11]12.